From a dataset of Forward reaction prediction with 1.9M reactions from USPTO patents (1976-2016). Predict the product of the given reaction. (1) Given the reactants Cl[C:2]1[N:7]2[N:8]=[C:9](C)[CH:10]=[C:6]2[N:5]=[C:4]([NH:12][C:13](=[O:24])[C:14]2[CH:19]=[CH:18][C:17]([C:20]([OH:23])([CH3:22])[CH3:21])=[CH:16][CH:15]=2)[CH:3]=1.[O-:25][C:26]1[CH:31]=[CH:30][CH:29]=[CH:28][CH:27]=1.[Na+], predict the reaction product. The product is: [OH:23][C:20]([C:17]1[CH:16]=[CH:15][C:14]([C:13]([NH:12][C:4]2[CH:3]=[C:2]([O:25][C:26]3[CH:31]=[CH:30][CH:29]=[CH:28][CH:27]=3)[N:7]3[N:8]=[CH:9][CH:10]=[C:6]3[N:5]=2)=[O:24])=[CH:19][CH:18]=1)([CH3:21])[CH3:22]. (2) Given the reactants [BH4-].[Li+].C([O:5][C:6](=O)[C:7]([C:22]1[CH:27]=[CH:26][C:25]([NH:28][C:29](=[O:40])[C:30]2[CH:35]=[CH:34][C:33]([O:36][CH3:37])=[C:32]([O:38][CH3:39])[CH:31]=2)=[CH:24][CH:23]=1)([CH3:21])[CH2:8][NH:9][C:10]([C:12]1[N:16]2[CH:17]=[CH:18][CH:19]=[CH:20][C:15]2=[N:14][CH:13]=1)=[O:11])C, predict the reaction product. The product is: [CH3:39][O:38][C:32]1[CH:31]=[C:30]([CH:35]=[CH:34][C:33]=1[O:36][CH3:37])[C:29]([NH:28][C:25]1[CH:24]=[CH:23][C:22]([C:7]([CH3:21])([CH2:6][OH:5])[CH2:8][NH:9][C:10]([C:12]2[N:16]3[CH:17]=[CH:18][CH:19]=[CH:20][C:15]3=[N:14][CH:13]=2)=[O:11])=[CH:27][CH:26]=1)=[O:40]. (3) The product is: [NH:1]([C:15]([O:17][C:18]([CH3:19])([CH3:20])[CH3:21])=[O:16])[C@@H:2]([C:12]([NH:66][C@@H:69]([C:22]([OH:28])=[O:23])[CH3:29])=[O:14])[CH2:3][OH:4]. Given the reactants [NH:1]([C:15]([O:17][C:18]([CH3:21])([CH3:20])[CH3:19])=[O:16])[C@@H:2]([C:12]([OH:14])=O)[CH2:3][O:4]CC1C=CC=CC=1.[C:22]([OH:28])(C(F)(F)F)=[O:23].[CH3:29]N(C(ON1N=NC2C=CC=NC1=2)=[N+](C)C)C.F[P-](F)(F)(F)(F)F.C(N(C(C)C)CC)(C)C.ClCCl.C[N:66]([CH3:69])C=O, predict the reaction product. (4) Given the reactants [NH:1]1[CH2:6][CH2:5][CH2:4][CH2:3][CH:2]1[CH:7]1[N:12]2[C:13](=[O:19])[NH:14][C:15]3=[CH:16][CH:17]=[CH:18][C:10](=[C:11]23)[O:9][CH2:8]1.C(O)(=O)C.[Br:24]N1C(=O)CCC1=O, predict the reaction product. The product is: [Br:24][C:18]1[C:10]2[O:9][CH2:8][CH:7]([CH:2]3[CH2:3][CH2:4][CH2:5][CH2:6][NH:1]3)[N:12]3[C:13](=[O:19])[NH:14][C:15]([C:11]=23)=[CH:16][CH:17]=1. (5) Given the reactants [O:1]1[CH2:6][CH2:5][N:4]([C:7]2[CH:8]=[N:9][C:10]3[C:15]([CH:16]=2)=[CH:14][C:13]([S:17][C:18]2[N:22]4[CH:23]=[C:24]([C:27](=O)[CH3:28])[CH:25]=[CH:26][C:21]4=[N:20][N:19]=2)=[CH:12][CH:11]=3)[CH2:3][CH2:2]1.Cl.[NH2:31][OH:32].Cl, predict the reaction product. The product is: [O:1]1[CH2:2][CH2:3][N:4]([C:7]2[CH:8]=[N:9][C:10]3[C:15]([CH:16]=2)=[CH:14][C:13]([S:17][C:18]2[N:22]4[CH:23]=[C:24](/[C:27](=[N:31]/[OH:32])/[CH3:28])[CH:25]=[CH:26][C:21]4=[N:20][N:19]=2)=[CH:12][CH:11]=3)[CH2:5][CH2:6]1. (6) Given the reactants [NH2:1][C:2]1[CH:43]=[CH:42][C:5]([C:6]([N:8]([C:10]2[CH:15]=[CH:14][CH:13]=[C:12]([NH:16][C:17]3[N:22]=[C:21]([C:23]4[C:31]5[C:26](=[CH:27][CH:28]=[CH:29][CH:30]=5)[N:25](S(C5C=CC=CC=5)(=O)=O)[CH:24]=4)[C:20]([Cl:41])=[CH:19][N:18]=3)[CH:11]=2)[CH3:9])=[O:7])=[CH:4][CH:3]=1.[OH-].[Na+], predict the reaction product. The product is: [NH2:1][C:2]1[CH:43]=[CH:42][C:5]([C:6]([N:8]([C:10]2[CH:15]=[CH:14][CH:13]=[C:12]([NH:16][C:17]3[N:22]=[C:21]([C:23]4[C:31]5[C:26](=[CH:27][CH:28]=[CH:29][CH:30]=5)[NH:25][CH:24]=4)[C:20]([Cl:41])=[CH:19][N:18]=3)[CH:11]=2)[CH3:9])=[O:7])=[CH:4][CH:3]=1. (7) Given the reactants [ClH:1].[CH2:2]([O:4][C:5]1[CH:14]=[C:13]2[C:8]([C:9]([C:15]([C:17]3[CH:22]=[C:21]([O:23][CH3:24])[C:20]([O:25][CH3:26])=[C:19]([O:27][CH3:28])[CH:18]=3)=O)=[CH:10][N:11]=[CH:12]2)=[CH:7][CH:6]=1)[CH3:3].Cl.[NH2:30][OH:31].Cl.CO, predict the reaction product. The product is: [ClH:1].[CH2:2]([O:4][C:5]1[CH:14]=[C:13]2[C:8]([C:9]([C:15]([C:17]3[CH:22]=[C:21]([O:23][CH3:24])[C:20]([O:25][CH3:26])=[C:19]([O:27][CH3:28])[CH:18]=3)=[N:30][OH:31])=[CH:10][N:11]=[CH:12]2)=[CH:7][CH:6]=1)[CH3:3]. (8) Given the reactants [Cl:1][C:2]1[CH:7]=[C:6]([NH:8][CH2:9][CH:10]2[CH2:12][CH2:11]2)[N:5]2[N:13]=[CH:14][C:15]([CH:16]=O)=[C:4]2[N:3]=1.C1(P(=[C:37]2[CH2:42][C:41](=[O:43])[NH:40][C:38]2=[O:39])(C2C=CC=CC=2)C2C=CC=CC=2)C=CC=CC=1, predict the reaction product. The product is: [Cl:1][C:2]1[CH:7]=[C:6]([NH:8][CH2:9][CH:10]2[CH2:11][CH2:12]2)[N:5]2[N:13]=[CH:14][C:15]([CH:16]=[C:37]3[CH2:42][C:41](=[O:43])[NH:40][C:38]3=[O:39])=[C:4]2[N:3]=1.